From a dataset of Forward reaction prediction with 1.9M reactions from USPTO patents (1976-2016). Predict the product of the given reaction. Given the reactants C(OC([N:8]1[C:16]2[C:11](=[CH:12][CH:13]=[C:14]([Cl:17])[CH:15]=2)[CH:10]=[C:9]1[C:18]1[CH:19]=[N:20][CH:21]=[C:22]([O:24][S:25]([N:28]2[CH2:32][CH2:31][CH2:30][CH2:29]2)(=[O:27])=[O:26])[CH:23]=1)=O)(C)(C)C.C(O)(C(F)(F)F)=O.C(=O)(O)[O-].[Na+], predict the reaction product. The product is: [Cl:17][C:14]1[CH:15]=[C:16]2[C:11]([CH:10]=[C:9]([C:18]3[CH:23]=[C:22]([O:24][S:25]([N:28]4[CH2:32][CH2:31][CH2:30][CH2:29]4)(=[O:27])=[O:26])[CH:21]=[N:20][CH:19]=3)[NH:8]2)=[CH:12][CH:13]=1.